This data is from Drug-target binding data from BindingDB using IC50 measurements. The task is: Regression. Given a target protein amino acid sequence and a drug SMILES string, predict the binding affinity score between them. We predict pIC50 (pIC50 = -log10(IC50 in M); higher means more potent). Dataset: bindingdb_ic50. (1) The small molecule is CNC(=O)c1c2cc(C3CC3)c(N(CCCNC(=O)C(C)C)S(C)(=O)=O)cc2nn1-c1ccc(Br)cc1. The target protein (Q81258) has sequence MSTLPKPQRKTKRNTIRRPQDVKFPGGGQIVGGVYVLPRRGPRLGVRATRKTSERSQPRGRRQPIPKARRSEGRSWAQPGYPWPLYGNEGCGWAGWLLSPRGSRPSWGPNDPRRRSRNLGKVIDTLTCGFADLMGYIPLVGAPVGGVARALAHGVRALEDGINFATGNLPGCSFSIFLLALFSCLIHPAASLEWRNTSGLYVLTNDCSNSSIVYEADDVILHTPGCVPCVQDGNTSTCWTPVTPTVAVRYVGATTASIRSHVDLLVGAATMCSALYVGDMCGAVFLVGQAFTFRPRRHQTVQTCNCSLYPGHLSGHRMAWDMMMNWSPAVGMVVAHVLRLPQTLFDIMAGAHWGILAGLAYYSMQGNWAKVAIIMVMFSGVDAHTYTTGGTASRHTQAFAGLFDIGPQQKLQLVNTNGSWHINSTALNCNESINTGFIAGLFYYHKFNSTGCPQRLSSCKPITFFRQGWGPLTDANITGPSDDRPYCWHYAPRPCDIVPA.... The pIC50 is 7.2. (2) The drug is COc1cc(OC)c(OC)cc1CCC(=O)NC[C@H]1N[C@H](CO)[C@H](O)[C@@H]1O. The target protein (P06280) has sequence MQLRNPELHLGCALALRFLALVSWDIPGARALDNGLARTPTMGWLHWERFMCNLDCQEEPDSCISEKLFMEMAELMVSEGWKDAGYEYLCIDDCWMAPQRDSEGRLQADPQRFPHGIRQLANYVHSKGLKLGIYADVGNKTCAGFPGSFGYYDIDAQTFADWGVDLLKFDGCYCDSLENLADGYKHMSLALNRTGRSIVYSCEWPLYMWPFQKPNYTEIRQYCNHWRNFADIDDSWKSIKSILDWTSFNQERIVDVAGPGGWNDPDMLVIGNFGLSWNQQVTQMALWAIMAAPLFMSNDLRHISPQAKALLQDKDVIAINQDPLGKQGYQLRQGDNFEVWERPLSGLAWAVAMINRQEIGGPRSYTIAVASLGKGVACNPACFITQLLPVKRKLGFYEWTSRLRSHINPTGTVLLQLENTMQMSLKDLL. The pIC50 is 5.1. (3) The compound is O=C(NNC(=S)NC1CCCCC1)c1ccccc1Br. The target protein sequence is MGVQAGLFGMLGFLGVALGGSPALRWYRTSCHLTKAVPGNPLGYLSFLAKDAQGLALIHARWDAHRRLQACSWEDEPELTAAYGALCAHETAWGSFIHTPGPELQRALATLQSQWEACRALEESPAGARKKRAAGQSGVPGGGHQREKRGWTMPGTLWCGVGDSAGNSSELGVFQGPDLCCREHDRCPQNISPLQYNYGIRNYRFHTISHCDCDTRFQQCLQNQHDSISDIVGVAFFNVLEIPCFVLEEQEACVAWYWWGGCRMYGTVPLARLQPRTFYNASWSSRATSPTPSSRSPAPPKPRQKQHLRKGPPHQKGSKRPSKANTTALQDPMVSPRLDVAPTGLQGPQGGLKPQGARWVCRSFRRHLDQCEHQIGPREIEFQLLNSAQEPLFHCNCTRRLARFLRLHSPPEVTNMLWELLGTTCFKLAPPLDCVEGKNCSRDPRAIRVSARHLRRLQQRRHQLQDKGTDERQPWPSEPLRGPMSFYNQCLQLTQAARRP.... The pIC50 is 3.9. (4) The target protein sequence is NPPPPETSNPNKPKRQTNQLQYLLRVVLKTLWKHQFAWPFQQPVDAVKLNLPDYYKIIKTPMDMGTIKKRLENNYYWNAQECIQDFNTMFTNCYIYNKPGDDIVLMAEALEKLFLQKINELPTEE. The pIC50 is 7.5. The small molecule is Cc1cc(-c2nc3cnccc3n2Cc2ccc(Cl)cc2)cn(C)c1=O. (5) The compound is NNc1nncc2ccccc12. The target protein (P80025) has sequence MWVCLQLPVFLASVTLFEVAASDTIAQAASTTTISDAVSKVKIQVNKAFLDSRTRLKTTLSSEAPTTQQLSEYFKHAKGRTRTAIRNGQVWEESLKRLRRDTTLTNVTDPSLDLTALSWEVGCGAPVPLVKCDENSPYRTITGDCNNRRSPALGAANRALARWLPAEYEDGLALPFGWTQRKTRNGFRVPLAREVSNKIVGYLDEEGVLDQNRSLLFMQWGQIVDHDLDFAPETELGSNEHSKTQCEEYCIQGDNCFPIMFPKNDPKLKTQGKCMPFFRAGFVCPTPPYQSLAREQINAVTSFLDASLVYGSEPSLASRLRNLSSPLGLMAVNQEAWDHGLAYLPFNNKKPSPCEFINTTARVPCFLAGDFRASEQILLATAHTLLLREHNRLARELKKLNPHWNGEKLYQEARKILGAFIQIITFRDYLPIVLGSEMQKWIPPYQGYNNSVDPRISNVFTFAFRFGHMEVPSTVSRLDENYQPWGPEAELPLHTLFFNT.... The pIC50 is 5.9.